This data is from NCI-60 drug combinations with 297,098 pairs across 59 cell lines. The task is: Regression. Given two drug SMILES strings and cell line genomic features, predict the synergy score measuring deviation from expected non-interaction effect. (1) Drug 1: C1=CC(=C2C(=C1NCCNCCO)C(=O)C3=C(C=CC(=C3C2=O)O)O)NCCNCCO. Drug 2: CC(C)(C#N)C1=CC(=CC(=C1)CN2C=NC=N2)C(C)(C)C#N. Cell line: HCC-2998. Synergy scores: CSS=27.9, Synergy_ZIP=1.39, Synergy_Bliss=-0.508, Synergy_Loewe=-13.2, Synergy_HSA=-0.574. (2) Drug 1: CC12CCC3C(C1CCC2=O)CC(=C)C4=CC(=O)C=CC34C. Drug 2: CC1=C(C(=CC=C1)Cl)NC(=O)C2=CN=C(S2)NC3=CC(=NC(=N3)C)N4CCN(CC4)CCO. Cell line: RPMI-8226. Synergy scores: CSS=58.4, Synergy_ZIP=-0.667, Synergy_Bliss=-1.81, Synergy_Loewe=0.220, Synergy_HSA=0.0174. (3) Drug 1: C1=CN(C(=O)N=C1N)C2C(C(C(O2)CO)O)O.Cl. Drug 2: CC=C1C(=O)NC(C(=O)OC2CC(=O)NC(C(=O)NC(CSSCCC=C2)C(=O)N1)C(C)C)C(C)C. Cell line: UACC-257. Synergy scores: CSS=25.4, Synergy_ZIP=-0.570, Synergy_Bliss=1.94, Synergy_Loewe=-30.6, Synergy_HSA=1.06. (4) Drug 1: CC1C(C(=O)NC(C(=O)N2CCCC2C(=O)N(CC(=O)N(C(C(=O)O1)C(C)C)C)C)C(C)C)NC(=O)C3=C4C(=C(C=C3)C)OC5=C(C(=O)C(=C(C5=N4)C(=O)NC6C(OC(=O)C(N(C(=O)CN(C(=O)C7CCCN7C(=O)C(NC6=O)C(C)C)C)C)C(C)C)C)N)C. Drug 2: CC1=C(C(=O)C2=C(C1=O)N3CC4C(C3(C2COC(=O)N)OC)N4)N. Cell line: UACC-257. Synergy scores: CSS=15.3, Synergy_ZIP=-4.85, Synergy_Bliss=1.93, Synergy_Loewe=-0.0522, Synergy_HSA=0.327. (5) Drug 1: CC1=CC=C(C=C1)C2=CC(=NN2C3=CC=C(C=C3)S(=O)(=O)N)C(F)(F)F. Drug 2: C1=CN(C(=O)N=C1N)C2C(C(C(O2)CO)O)O.Cl. Cell line: OVCAR-5. Synergy scores: CSS=37.2, Synergy_ZIP=-1.71, Synergy_Bliss=0.000484, Synergy_Loewe=-2.60, Synergy_HSA=4.34. (6) Drug 1: C1CCC(CC1)NC(=O)N(CCCl)N=O. Drug 2: C1=CC=C(C=C1)NC(=O)CCCCCCC(=O)NO. Cell line: HCT-15. Synergy scores: CSS=31.4, Synergy_ZIP=-0.111, Synergy_Bliss=4.89, Synergy_Loewe=1.83, Synergy_HSA=4.41. (7) Cell line: PC-3. Drug 2: CC1=C(C(=O)C2=C(C1=O)N3CC4C(C3(C2COC(=O)N)OC)N4)N. Drug 1: C1=CC(=CC=C1CCCC(=O)O)N(CCCl)CCCl. Synergy scores: CSS=26.1, Synergy_ZIP=-9.15, Synergy_Bliss=-6.29, Synergy_Loewe=-1.46, Synergy_HSA=-0.360.